Dataset: Forward reaction prediction with 1.9M reactions from USPTO patents (1976-2016). Task: Predict the product of the given reaction. (1) Given the reactants [C:1]([N:4]1[CH2:9][CH2:8][CH:7]([C:10]([O:12]C)=O)[CH2:6][CH2:5]1)(=[O:3])[CH3:2].[NH2:14][NH2:15], predict the reaction product. The product is: [C:1]([N:4]1[CH2:9][CH2:8][CH:7]([C:10]([NH:14][NH2:15])=[O:12])[CH2:6][CH2:5]1)(=[O:3])[CH3:2]. (2) The product is: [Br:1][C:2]1[CH:3]=[C:4]([C@@:9]([NH:19][S@@:20]([C:22]([CH3:25])([CH3:24])[CH3:23])=[O:21])([CH2:10][CH:11]=[O:12])[CH3:18])[C:5]([F:8])=[N:6][CH:7]=1. Given the reactants [Br:1][C:2]1[CH:3]=[C:4]([C@:9]([NH:19][S@@:20]([C:22]([CH3:25])([CH3:24])[CH3:23])=[O:21])([CH3:18])[CH2:10][C:11](OC(C)(C)C)=[O:12])[C:5]([F:8])=[N:6][CH:7]=1.[H-].C([Al+]CC(C)C)C(C)C.CCOC(C)=O, predict the reaction product. (3) Given the reactants [Cl-].[CH3:2][O:3][CH2:4][P+](C1C=CC=CC=1)(C1C=CC=CC=1)C1C=CC=CC=1.C([N-]C(C)C)(C)C.[Li+].[CH3:32][S:33][C:34]1[N:39]=[C:38]([CH:40]=O)[CH:37]=[CH:36][N:35]=1.[Cl-].[NH4+], predict the reaction product. The product is: [CH3:2][O:3][CH:4]=[CH:40][C:38]1[CH:37]=[CH:36][N:35]=[C:34]([S:33][CH3:32])[N:39]=1. (4) Given the reactants [Br:1][C:2]1[C:3]([F:12])=[C:4]2[C:10]([NH2:11])=[CH:9][NH:8][C:5]2=[N:6][CH:7]=1.[F:13][C:14]1[CH:15]=[C:16]([CH:20]=[CH:21][CH:22]=1)[C:17](O)=[O:18].O=C1N(P(Cl)(N2CCOC2=O)=O)CCO1.C(N(CC)CC)C.[Li+].[OH-], predict the reaction product. The product is: [Br:1][C:2]1[C:3]([F:12])=[C:4]2[C:10]([NH:11][C:17](=[O:18])[C:16]3[CH:20]=[CH:21][CH:22]=[C:14]([F:13])[CH:15]=3)=[CH:9][NH:8][C:5]2=[N:6][CH:7]=1. (5) Given the reactants [OH:1][C@H:2]1[CH2:7][CH2:6][CH2:5][CH2:4][C@@H:3]1[NH:8][C:9]([C:11]1[C:15]2=[N:16][CH:17]=[CH:18][C:19]([CH3:20])=[C:14]2[NH:13][CH:12]=1)=[O:10].Br[CH2:22][C:23]1[CH:28]=[CH:27][CH:26]=[C:25]([F:29])[CH:24]=1.C(=O)([O-])[O-].[Cs+].[Cs+], predict the reaction product. The product is: [F:29][C:25]1[CH:24]=[C:23]([CH:28]=[CH:27][CH:26]=1)[CH2:22][N:13]1[C:14]2[C:15](=[N:16][CH:17]=[CH:18][C:19]=2[CH3:20])[C:11]([C:9]([NH:8][C@H:3]2[CH2:4][CH2:5][CH2:6][CH2:7][C@@H:2]2[OH:1])=[O:10])=[CH:12]1. (6) Given the reactants [Cl:1][C:2]1[CH:3]=[C:4]([N:8]2[C:12]([C:13]3[CH:18]=[CH:17][CH:16]=[C:15]([O:19][C:20]([F:23])([F:22])[F:21])[CH:14]=3)=[CH:11][C:10]([C:24]([O:26]CC)=[O:25])=[N:9]2)[CH:5]=[CH:6][CH:7]=1.[OH-].[K+], predict the reaction product. The product is: [Cl:1][C:2]1[CH:3]=[C:4]([N:8]2[C:12]([C:13]3[CH:18]=[CH:17][CH:16]=[C:15]([O:19][C:20]([F:23])([F:22])[F:21])[CH:14]=3)=[CH:11][C:10]([C:24]([OH:26])=[O:25])=[N:9]2)[CH:5]=[CH:6][CH:7]=1. (7) The product is: [C:20]([CH2:19][CH:18]1[O:17][B:16]([OH:25])[C:15]2[CH:26]=[C:11]([O:10][C:7]3[S:8][CH:9]=[C:5]([C:3]([OH:4])=[O:2])[N:6]=3)[CH:12]=[C:13]([CH3:27])[C:14]1=2)([OH:22])=[O:21]. Given the reactants C[O:2][C:3]([C:5]1[N:6]=[C:7]([O:10][C:11]2[CH:12]=[C:13]([CH3:27])[C:14]3[CH:18]([CH2:19][C:20]([O:22]CC)=[O:21])[O:17][B:16]([OH:25])[C:15]=3[CH:26]=2)[S:8][CH:9]=1)=[O:4].[Li+].[OH-], predict the reaction product. (8) Given the reactants [N+:1]([C:4]1[CH:9]=[CH:8][C:7]([C:10]2([CH2:13][NH2:14])[CH2:12][CH2:11]2)=[CH:6][CH:5]=1)([O-:3])=[O:2].[C:15](Cl)(=[O:17])[CH3:16], predict the reaction product. The product is: [N+:1]([C:4]1[CH:5]=[CH:6][C:7]([C:10]2([CH2:13][NH:14][C:15](=[O:17])[CH3:16])[CH2:11][CH2:12]2)=[CH:8][CH:9]=1)([O-:3])=[O:2]. (9) The product is: [CH3:1][O:2][C:3]1[CH:4]=[C:5]2[C:10](=[CH:11][C:12]=1[O:13][CH3:14])[N:9]=[N:8][CH:7]=[C:6]2[N:15]1[C:16](=[O:30])[CH2:17][C:18]2[C:19](=[CH:20][C:21]([O:26][CH3:27])=[C:22]([O:24][CH3:25])[CH:23]=2)[CH2:28]1. Given the reactants [CH3:1][O:2][C:3]1[CH:4]=[C:5]2[C:10](=[CH:11][C:12]=1[O:13][CH3:14])[N:9]=[N:8][CH:7]=[C:6]2[NH:15][C:16](=[O:30])[CH2:17][C:18]1[CH:23]=[C:22]([O:24][CH3:25])[C:21]([O:26][CH3:27])=[CH:20][C:19]=1[CH2:28]O.C(N(CC)CC)C.C(Cl)Cl, predict the reaction product.